Task: Predict the reaction yield, written as a fraction of the theoretical maximum amount of product (1.0 means a 100% yield; for example, 0.34 means a 34% yield).. Dataset: Reaction yield outcomes from USPTO patents with 853,638 reactions (1) The reactants are [NH2:1][CH2:2][C:3]([OH:5])=[O:4].[I:6][C:7]1[CH:15]=[CH:14][C:10]([C:11](Cl)=[O:12])=[CH:9][CH:8]=1.O.Cl. The catalyst is [OH-].[Na+]. The product is [I:6][C:7]1[CH:15]=[CH:14][C:10]([C:11](=[O:12])[NH:1][CH2:2][C:3]([OH:5])=[O:4])=[CH:9][CH:8]=1. The yield is 0.700. (2) The reactants are C[O:2][C:3]([C:5]1[CH:22]=[C:21]([C:23]([OH:25])=[O:24])[CH:20]=[C:19]2[C:6]=1[C@@:7]1([CH3:31])[C@H:16]([CH2:17][S:18]2(=[O:27])=[O:26])[C@:15]2([CH3:28])[C@H:10]([C:11]([CH3:30])([CH3:29])[CH2:12][CH2:13][CH2:14]2)[CH2:9][CH2:8]1)=[O:4].O[Li].O. The catalyst is CO.O. The product is [CH3:31][C@@:7]12[CH2:8][CH2:9][C@@H:10]3[C@:15]([CH3:28])([CH2:14][CH2:13][CH2:12][C:11]3([CH3:29])[CH3:30])[C@H:16]1[CH2:17][S:18](=[O:26])(=[O:27])[C:19]1[C:6]2=[C:5]([C:3]([OH:4])=[O:2])[CH:22]=[C:21]([C:23]([OH:25])=[O:24])[CH:20]=1. The yield is 0.940.